Dataset: Catalyst prediction with 721,799 reactions and 888 catalyst types from USPTO. Task: Predict which catalyst facilitates the given reaction. (1) Reactant: FC(F)(F)S(O[C:7]1[CH2:11][N:10]([C:12]([O:14][C:15]([CH3:18])([CH3:17])[CH3:16])=[O:13])[C@H:9]([C:19]([O:21][CH3:22])=[O:20])[CH:8]=1)(=O)=O.[B:25]1([B:25]2[O:29][C:28]([CH3:31])([CH3:30])[C:27]([CH3:33])([CH3:32])[O:26]2)[O:29][C:28]([CH3:31])([CH3:30])[C:27]([CH3:33])([CH3:32])[O:26]1.CC([O-])=O.[K+]. Product: [CH3:32][C:27]1([CH3:33])[C:28]([CH3:31])([CH3:30])[O:29][B:25]([C:7]2[CH2:11][N:10]([C:12]([O:14][C:15]([CH3:18])([CH3:17])[CH3:16])=[O:13])[C@H:9]([C:19]([O:21][CH3:22])=[O:20])[CH:8]=2)[O:26]1. The catalyst class is: 75. (2) Reactant: [I:1][C:2]1[N:13]=[CH:12][C:5]2[NH:6]C(=O)O[C:9](=[O:10])[C:4]=2[CH:3]=1.[F:14][C:15]1[CH:22]=[CH:21][C:18]([CH2:19][NH2:20])=[CH:17][CH:16]=1.C(Cl)Cl.O. The catalyst class is: 3. Product: [NH2:6][C:5]1[C:4]([C:9]([NH:20][CH2:19][C:18]2[CH:21]=[CH:22][C:15]([F:14])=[CH:16][CH:17]=2)=[O:10])=[CH:3][C:2]([I:1])=[N:13][CH:12]=1. (3) Reactant: [Br-].[Si]([O:9][C:10]1[CH:15]=[CH:14][C:13]([CH2:16][P+](C2C=CC=CC=2)(C2C=CC=CC=2)C2C=CC=CC=2)=[CH:12][C:11]=1[O:36][CH2:37][CH3:38])(C(C)(C)C)(C)C.[Li]CCCC.[CH:44]([C:47]1[CH:48]=[C:49]([CH:53]([CH3:57])[CH2:54][CH:55]=O)[CH:50]=[CH:51][CH:52]=1)([CH3:46])[CH3:45].[N+](CCCC)(CCCC)(CCCC)CCCC.[F-]. Product: [CH2:37]([O:36][C:11]1[CH:12]=[C:13]([CH:16]=[CH:55][CH2:54][CH:53]([C:49]2[CH:50]=[CH:51][CH:52]=[C:47]([CH:44]([CH3:45])[CH3:46])[CH:48]=2)[CH3:57])[CH:14]=[CH:15][C:10]=1[OH:9])[CH3:38]. The catalyst class is: 20. (4) The catalyst class is: 10. Reactant: Cl[C:2]1[CH:7]=[C:6]([Cl:8])[N:5]=[C:4]([S:9][CH3:10])[N:3]=1.[CH2:11]([NH2:14])[C:12]#[CH:13].O. Product: [Cl:8][C:6]1[N:5]=[C:4]([S:9][CH3:10])[N:3]=[C:2]([NH:14][CH2:11][C:12]#[CH:13])[CH:7]=1. (5) Reactant: [CH2:1]=[C:2]1[O:6][C:4](=[O:5])[CH2:3]1.Br.[Br:8][CH2:9][CH2:10][CH2:11][NH2:12].C(N(CC)CC)C. Product: [Br:8][CH2:9][CH2:10][CH2:11][NH:12][C:4](=[O:5])[CH2:3][C:2]([CH3:1])=[O:6]. The catalyst class is: 1.